From a dataset of Catalyst prediction with 721,799 reactions and 888 catalyst types from USPTO. Predict which catalyst facilitates the given reaction. (1) Reactant: [CH3:1][O:2][C:3]([CH:5]1[C:9](=O)[CH2:8][CH2:7][CH2:6]1)=[O:4].C([O-])=O.[NH4+:14]. The catalyst class is: 5. Product: [NH2:14][C:9]1[CH2:8][CH2:7][CH2:6][C:5]=1[C:3]([O:2][CH3:1])=[O:4]. (2) Reactant: [NH2:1][S:2]([N:5]([CH2:13][C@@H:14]1[CH2:18][C@@H:17]([N:19]2[C:23]3[N:24]=[CH:25][N:26]=[C:27]([NH:28][C@@H:29]4[C:37]5[C:32](=[CH:33][CH:34]=[CH:35][CH:36]=5)[CH2:31][CH2:30]4)[C:22]=3[CH:21]=[CH:20]2)[CH2:16][C@@H:15]1[OH:38])C(=O)OC(C)(C)C)(=[O:4])=[O:3].FC(F)(F)C(O)=O. Product: [C@@H:29]1([NH:28][C:27]2[C:22]3[CH:21]=[CH:20][N:19]([C@@H:17]4[CH2:18][C@@H:14]([CH2:13][NH:5][S:2]([NH2:1])(=[O:4])=[O:3])[C@@H:15]([OH:38])[CH2:16]4)[C:23]=3[N:24]=[CH:25][N:26]=2)[C:37]2[C:32](=[CH:33][CH:34]=[CH:35][CH:36]=2)[CH2:31][CH2:30]1. The catalyst class is: 390. (3) Reactant: C[O:2][C:3](=[O:21])[C:4]1[CH:9]=[CH:8][C:7]([O:10][C:11]2[CH:16]=[CH:15][CH:14]=[C:13]([S:17]([CH3:20])(=[O:19])=[O:18])[CH:12]=2)=[CH:6][CH:5]=1.[OH-].[Na+]. Product: [CH3:20][S:17]([C:13]1[CH:12]=[C:11]([CH:16]=[CH:15][CH:14]=1)[O:10][C:7]1[CH:8]=[CH:9][C:4]([C:3]([OH:21])=[O:2])=[CH:5][CH:6]=1)(=[O:18])=[O:19]. The catalyst class is: 111. (4) Reactant: [C:1]([CH2:3][CH2:4][NH:5][C:6]([C:8]1[CH:9]=[C:10]2[N:16]=[C:15]([C:17]3[CH:22]=[CH:21][C:20]([OH:23])=[CH:19][CH:18]=3)[N:14]([CH:24]3[CH2:29][CH2:28][CH2:27][CH2:26][CH2:25]3)[C:11]2=[N:12][CH:13]=1)=[O:7])#[N:2].N1C=CN=C1.[Si:35](Cl)([C:38]([CH3:41])([CH3:40])[CH3:39])([CH3:37])[CH3:36].C(OCC)(=O)C. Product: [C:1]([CH2:3][CH2:4][NH:5][C:6]([C:8]1[CH:9]=[C:10]2[N:16]=[C:15]([C:17]3[CH:22]=[CH:21][C:20]([O:23][Si:35]([C:38]([CH3:41])([CH3:40])[CH3:39])([CH3:37])[CH3:36])=[CH:19][CH:18]=3)[N:14]([CH:24]3[CH2:29][CH2:28][CH2:27][CH2:26][CH2:25]3)[C:11]2=[N:12][CH:13]=1)=[O:7])#[N:2]. The catalyst class is: 9. (5) Reactant: [H-].[Na+].Cl[C:4]1[C:9]([N+:10]([O-:12])=[O:11])=[CH:8][CH:7]=[CH:6][N:5]=1.[C:13]([O:17][CH3:18])(=[O:16])[CH2:14][OH:15]. Product: [CH3:18][O:17][C:13]([CH2:14][O:15][C:4]1[C:9]([N+:10]([O-:12])=[O:11])=[CH:8][CH:7]=[CH:6][N:5]=1)=[O:16]. The catalyst class is: 12. (6) Reactant: [F:1][C:2]1[CH:10]=[C:9]2[C:5]([C:6]([C:20]3[CH:28]=[C:27]4[C:23]([CH:24]=[N:25][NH:26]4)=[CH:22][CH:21]=3)=[CH:7][N:8]2S(C2C=CC=CC=2)(=O)=O)=[CH:4][CH:3]=1.[OH-].[Na+]. Product: [F:1][C:2]1[CH:10]=[C:9]2[C:5]([C:6]([C:20]3[CH:28]=[C:27]4[C:23]([CH:24]=[N:25][NH:26]4)=[CH:22][CH:21]=3)=[CH:7][NH:8]2)=[CH:4][CH:3]=1. The catalyst class is: 24. (7) Reactant: [Cl:1][CH2:2][C:3]1[CH:11]=[CH:10][C:6]([C:7]([OH:9])=O)=[CH:5][CH:4]=1.C(Cl)(=O)C(Cl)=O.[CH3:18][NH:19][CH2:20][CH2:21][OH:22]. Product: [Cl:1][CH2:2][C:3]1[CH:4]=[CH:5][C:6]([C:7]([N:19]([CH2:20][CH2:21][OH:22])[CH3:18])=[O:9])=[CH:10][CH:11]=1. The catalyst class is: 139.